From a dataset of Reaction yield outcomes from USPTO patents with 853,638 reactions. Predict the reaction yield, written as a fraction of the theoretical maximum amount of product (1.0 means a 100% yield; for example, 0.34 means a 34% yield). The reactants are [Cl:1][CH2:2][CH2:3][C:4]1[CH:5]=[C:6]2[C:10](=[CH:11][CH:12]=1)[NH:9][CH:8]=[C:7]2[CH:13]=O.Cl.[NH2:16]O.S([O-])([O-])(=O)=O.[Mg+2].O.C1(C)C=CC(S(O)(=O)=O)=CC=1. The catalyst is CN(C=O)C. The product is [C:13]([C:7]1[C:6]2[C:10](=[CH:11][CH:12]=[C:4]([CH2:3][CH2:2][Cl:1])[CH:5]=2)[NH:9][CH:8]=1)#[N:16]. The yield is 0.950.